From a dataset of Catalyst prediction with 721,799 reactions and 888 catalyst types from USPTO. Predict which catalyst facilitates the given reaction. (1) Product: [CH3:16][O:15][C:14]1[CH:13]=[C:12]2[C:7]([C:8]([NH:33][C:34]3[CH:35]=[C:36]4[C:40](=[CH:41][CH:42]=3)[N:39]([C:43]([O:45][C:46]([CH3:49])([CH3:48])[CH3:47])=[O:44])[N:38]=[CH:37]4)=[N:9][C:10]([C:17]3[CH:22]=[CH:21][CH:20]=[C:19]([NH:23][C:24](=[O:32])[CH2:25][N:26]4[CH2:31][CH2:30][O:29][CH2:28][CH2:27]4)[CH:18]=3)=[N:11]2)=[CH:6][C:5]=1[O:4][CH2:3][CH2:2][N:50]1[CH2:54][CH2:53][CH2:52][CH2:51]1. Reactant: Cl[CH2:2][CH2:3][O:4][C:5]1[CH:6]=[C:7]2[C:12](=[CH:13][C:14]=1[O:15][CH3:16])[N:11]=[C:10]([C:17]1[CH:22]=[CH:21][CH:20]=[C:19]([NH:23][C:24](=[O:32])[CH2:25][N:26]3[CH2:31][CH2:30][O:29][CH2:28][CH2:27]3)[CH:18]=1)[N:9]=[C:8]2[NH:33][C:34]1[CH:35]=[C:36]2[C:40](=[CH:41][CH:42]=1)[N:39]([C:43]([O:45][C:46]([CH3:49])([CH3:48])[CH3:47])=[O:44])[N:38]=[CH:37]2.[NH:50]1[CH2:54][CH2:53][CH2:52][CH2:51]1. The catalyst class is: 198. (2) Reactant: C[O:2][C:3]([C:5]1([CH3:25])[CH2:10][CH2:9][CH2:8][N:7]([C:11]([O:13][C:14]([CH3:17])([CH3:16])[CH3:15])=[O:12])[N:6]1[C:18]([O:20][C:21]([CH3:24])([CH3:23])[CH3:22])=[O:19])=[O:4].O.[OH-].[Li+]. Product: [C:14]([O:13][C:11]([N:7]1[CH2:8][CH2:9][CH2:10][C:5]([CH3:25])([C:3]([OH:4])=[O:2])[N:6]1[C:18]([O:20][C:21]([CH3:24])([CH3:23])[CH3:22])=[O:19])=[O:12])([CH3:17])([CH3:15])[CH3:16]. The catalyst class is: 670. (3) Reactant: C([O:4][C@@H:5]1[C@@H:13]([CH2:14][O:15]C(=O)C)[O:12][C@H:11]2[C@H:7]([N:8]=[C:9]([N:19]([CH3:21])[CH3:20])[S:10]2)[C@H:6]1[O:22]C(=O)C)(=O)C.C(=O)([O-])[O-].[K+].[K+]. Product: [CH3:20][N:19]([CH3:21])[C:9]1[S:10][C@H:11]2[O:12][C@H:13]([CH2:14][OH:15])[C@@H:5]([OH:4])[C@H:6]([OH:22])[C@H:7]2[N:8]=1. The catalyst class is: 5. (4) Reactant: Br[CH2:2][CH:3]1[CH2:7][N:6]([C:8]([O:10][C:11]([CH3:14])([CH3:13])[CH3:12])=[O:9])[C:5](=[O:15])[C:4]1([F:17])[F:16].N12CCCN=C1CCCCC2. Product: [F:17][C:4]1([F:16])[C:3](=[CH2:2])[CH2:7][N:6]([C:8]([O:10][C:11]([CH3:12])([CH3:14])[CH3:13])=[O:9])[C:5]1=[O:15]. The catalyst class is: 7. (5) Reactant: [F:1][C:2]([F:7])([F:6])[C:3]([OH:5])=[O:4].[F:8][C:9]1[C:14]([O:15][CH3:16])=[CH:13][C:12]([O:17][CH3:18])=[C:11]([F:19])[C:10]=1[N:20]1[C:29](=[O:30])[C:28]2([CH2:32][CH2:31]2)[C:27]2[C:22](=[CH:23][N:24]=[C:25]([C:33]3[N:37](COCC[Si](C)(C)C)[N:36]=[CH:35][C:34]=3[NH:46][C:47](=[O:50])[CH:48]=[CH2:49])[CH:26]=2)[CH2:21]1. Product: [F:8][C:9]1[C:14]([O:15][CH3:16])=[CH:13][C:12]([O:17][CH3:18])=[C:11]([F:19])[C:10]=1[N:20]1[C:29](=[O:30])[C:28]2([CH2:32][CH2:31]2)[C:27]2[C:22](=[CH:23][N:24]=[C:25]([C:33]3[NH:37][N:36]=[CH:35][C:34]=3[NH:46][C:47](=[O:50])[CH:48]=[CH2:49])[CH:26]=2)[CH2:21]1.[C:3]([OH:5])([C:2]([F:7])([F:6])[F:1])=[O:4]. The catalyst class is: 2. (6) Reactant: C(OC)(=[O:4])CS.ICCC(F)(F)F.C(=O)([O-])[O-].[K+].[K+].Cl.[F:21][C:22]([F:32])([F:31])[CH2:23][CH2:24][S:25][CH2:26][C:27]([O:29][CH3:30])=[O:28].C(OO)(=O)C.[OH2:38]. Product: [F:32][C:22]([F:21])([F:31])[CH2:23][CH2:24][S:25]([CH2:26][C:27]([O:29][CH3:30])=[O:28])(=[O:4])=[O:38]. The catalyst class is: 875.